This data is from Reaction yield outcomes from USPTO patents with 853,638 reactions. The task is: Predict the reaction yield, written as a fraction of the theoretical maximum amount of product (1.0 means a 100% yield; for example, 0.34 means a 34% yield). (1) The reactants are C[O:2][C:3](=[O:21])[CH2:4][NH:5][CH2:6][C:7]1[CH:12]=[C:11]([C:13]([CH3:16])([CH3:15])[CH3:14])[CH:10]=[C:9]([C:17]([CH3:20])([CH3:19])[CH3:18])[CH:8]=1.[OH-].[Na+]. The catalyst is CO. The yield is 0.700. The product is [C:17]([C:9]1[CH:8]=[C:7]([CH2:6][NH:5][CH2:4][C:3]([OH:21])=[O:2])[CH:12]=[C:11]([C:13]([CH3:15])([CH3:16])[CH3:14])[CH:10]=1)([CH3:18])([CH3:19])[CH3:20]. (2) The reactants are [NH2:1][C:2]1[CH:3]=[N:4][C:5]2[C:10]([C:11]=1[NH:12][CH2:13][C:14]1[CH:19]=[CH:18][CH:17]=[CH:16][CH:15]=1)=[CH:9][CH:8]=[CH:7][CH:6]=2.[C:20](O)(=O)[CH2:21][OH:22].[OH-].[NH4+]. The catalyst is Cl. The product is [C:14]1([CH2:13][N:12]2[C:11]3[C:10]4[CH:9]=[CH:8][CH:7]=[CH:6][C:5]=4[N:4]=[CH:3][C:2]=3[N:1]=[C:20]2[CH2:21][OH:22])[CH:19]=[CH:18][CH:17]=[CH:16][CH:15]=1. The yield is 0.820.